This data is from Forward reaction prediction with 1.9M reactions from USPTO patents (1976-2016). The task is: Predict the product of the given reaction. Given the reactants Cl.[N:2]1[C:11]2[C:6](=[CH:7][CH:8]=[CH:9][CH:10]=2)[CH:5]=[CH:4][C:3]=1[N:12]1[CH2:15][CH:14]([NH2:16])[CH2:13]1.C(=O)([O-])[O-].[Na+].[Na+].Cl[C:24]1[C:29]([N+:30]([O-:32])=[O:31])=[CH:28][CH:27]=[CH:26][N:25]=1, predict the reaction product. The product is: [N+:30]([C:29]1[C:24]([NH:16][CH:14]2[CH2:13][N:12]([C:3]3[CH:4]=[CH:5][C:6]4[C:11](=[CH:10][CH:9]=[CH:8][CH:7]=4)[N:2]=3)[CH2:15]2)=[N:25][CH:26]=[CH:27][CH:28]=1)([O-:32])=[O:31].